Predict which catalyst facilitates the given reaction. From a dataset of Catalyst prediction with 721,799 reactions and 888 catalyst types from USPTO. (1) Reactant: C(OC(=O)[NH:7][CH2:8][C:9]1[CH:14]=[CH:13][CH:12]=[C:11]([C@@H:15]([OH:36])[C@H:16]([O:32][CH:33]([CH3:35])[CH3:34])[C:17]([N:19]2[C@@H:23]([CH2:24][C:25]3[CH:30]=[CH:29][CH:28]=[CH:27][CH:26]=3)[CH2:22][O:21][C:20]2=[O:31])=[O:18])[CH:10]=1)(C)(C)C.[CH3:38][S:39](Cl)(=[O:41])=[O:40]. Product: [NH2:7][CH2:8][C:9]1[CH:10]=[C:11]([C@@H:15]([O:36][S:39]([CH3:38])(=[O:41])=[O:40])[C@H:16]([O:32][CH:33]([CH3:35])[CH3:34])[C:17]([N:19]2[C@@H:23]([CH2:24][C:25]3[CH:30]=[CH:29][CH:28]=[CH:27][CH:26]=3)[CH2:22][O:21][C:20]2=[O:31])=[O:18])[CH:12]=[CH:13][CH:14]=1. The catalyst class is: 300. (2) Reactant: [Cl:1][C:2]1[CH:11]=[CH:10][CH:9]=[C:8]([CH2:12][N:13]([CH2:16][CH3:17])[CH2:14][CH3:15])[C:3]=1[C:4](OC)=[O:5].[H-].C([Al+]CC(C)C)C(C)C.[C@H](O)(C([O-])=O)[C@@H](O)C([O-])=O.[Na+].[K+].ClCCl. Product: [Cl:1][C:2]1[CH:11]=[CH:10][CH:9]=[C:8]([CH2:12][N:13]([CH2:14][CH3:15])[CH2:16][CH3:17])[C:3]=1[CH2:4][OH:5]. The catalyst class is: 1. (3) Reactant: [Cl-].[Cl-].[Cl-].[Al+3].[Br:5][C:6]1[CH:7]=[C:8]2[C:12](=[N:13][CH:14]=1)[NH:11][CH:10]=[CH:9]2.[F:15][C:16]1[C:24]([NH:25][S:26]([CH2:29][CH2:30][CH3:31])(=[O:28])=[O:27])=[CH:23][CH:22]=[C:21]([F:32])[C:17]=1[C:18](Cl)=[O:19].O. Product: [Br:5][C:6]1[CH:7]=[C:8]2[C:9]([C:18]([C:17]3[C:16]([F:15])=[C:24]([NH:25][S:26]([CH2:29][CH2:30][CH3:31])(=[O:28])=[O:27])[CH:23]=[CH:22][C:21]=3[F:32])=[O:19])=[CH:10][NH:11][C:12]2=[N:13][CH:14]=1. The catalyst class is: 2. (4) Reactant: CCN(C(C)C)C(C)C.[C:10](OC(=O)C)(=[O:12])[CH3:11].C(O)(=O)C.[NH2:21][CH2:22][C:23]1[CH:28]=[CH:27][C:26]([C:29]2[CH:38]=[C:37]([C:39]([NH:41][CH2:42][C@H:43]3[CH2:48][CH2:47][C@H:46]([CH2:49][NH:50][C:51](=[O:57])[O:52][C:53]([CH3:56])([CH3:55])[CH3:54])[CH2:45][CH2:44]3)=[O:40])[C:36]3[C:31](=[CH:32][CH:33]=[CH:34][CH:35]=3)[N:30]=2)=[CH:25][CH:24]=1. Product: [C:10]([NH:21][CH2:22][C:23]1[CH:24]=[CH:25][C:26]([C:29]2[CH:38]=[C:37]([C:39]([NH:41][CH2:42][C@H:43]3[CH2:48][CH2:47][C@H:46]([CH2:49][NH:50][C:51](=[O:57])[O:52][C:53]([CH3:54])([CH3:56])[CH3:55])[CH2:45][CH2:44]3)=[O:40])[C:36]3[C:31](=[CH:32][CH:33]=[CH:34][CH:35]=3)[N:30]=2)=[CH:27][CH:28]=1)(=[O:12])[CH3:11]. The catalyst class is: 79. (5) Reactant: [OH:1][CH2:2][C@H:3]([N:5]1[C:10](=[O:11])[CH:9]=[CH:8][N:7]([C:12]2[CH:17]=[CH:16][CH:15]=[C:14]([C:18]([F:21])([F:20])[F:19])[CH:13]=2)[C:6]1=[O:22])[CH3:4].[I:23]Cl. Product: [OH:1][CH2:2][C@H:3]([N:5]1[C:10](=[O:11])[C:9]([I:23])=[CH:8][N:7]([C:12]2[CH:17]=[CH:16][CH:15]=[C:14]([C:18]([F:21])([F:19])[F:20])[CH:13]=2)[C:6]1=[O:22])[CH3:4]. The catalyst class is: 22. (6) Reactant: [Cl:1][C:2]1[CH:27]=[CH:26][CH:25]=[C:24]([Cl:28])[C:3]=1[CH2:4][O:5][C:6]1[CH:10]=[C:9]([N:11]2[C:15]3[CH:16]=[N:17][CH:18]=[CH:19][C:14]=3[N:13]=[CH:12]2)[S:8][C:7]=1[C:20]([O:22]C)=O.[NH3:29]. Product: [Cl:1][C:2]1[CH:27]=[CH:26][CH:25]=[C:24]([Cl:28])[C:3]=1[CH2:4][O:5][C:6]1[CH:10]=[C:9]([N:11]2[C:15]3[CH:16]=[N:17][CH:18]=[CH:19][C:14]=3[N:13]=[CH:12]2)[S:8][C:7]=1[C:20]([NH2:29])=[O:22]. The catalyst class is: 5. (7) Reactant: C(O[C:6]([N:8]1[CH2:13][CH2:12][N:11]([C:14](OC(C)(C)C)=O)[CH2:10][C@@H:9]1[CH2:21][OH:22])=O)(C)(C)C.[H-].[H-].[H-].[H-].[Li+].[Al+3]. Product: [CH3:6][N:8]1[CH2:13][CH2:12][N:11]([CH3:14])[CH2:10][C@@H:9]1[CH2:21][OH:22]. The catalyst class is: 1. (8) Reactant: [S:1]1[CH:5]=[CH:4][N:3]=[C:2]1[C:6]1[CH:7]=[N:8][CH:9]=[CH:10][CH:11]=1.[Li]CCCC.[CH2:17]([Sn:21](Cl)([CH2:26][CH2:27][CH2:28][CH3:29])[CH2:22][CH2:23][CH2:24][CH3:25])[CH2:18][CH2:19][CH3:20].O. Product: [CH2:26]([Sn:21]([CH2:17][CH2:18][CH2:19][CH3:20])([CH2:22][CH2:23][CH2:24][CH3:25])[C:5]1[S:1][C:2]([C:6]2[CH:7]=[N:8][CH:9]=[CH:10][CH:11]=2)=[N:3][CH:4]=1)[CH2:27][CH2:28][CH3:29]. The catalyst class is: 1.